From a dataset of Forward reaction prediction with 1.9M reactions from USPTO patents (1976-2016). Predict the product of the given reaction. Given the reactants [F:1][C:2]1[N:7]=[C:6]([S:8](Cl)(=[O:10])=[O:9])[CH:5]=[CH:4][CH:3]=1.Cl.[F:13][C:14]1[CH:19]=[CH:18][CH:17]=[CH:16][C:15]=1[CH:20]1[CH2:25][CH2:24][NH:23][CH2:22][CH2:21]1, predict the reaction product. The product is: [F:1][C:2]1[CH:3]=[CH:4][CH:5]=[C:6]([S:8]([N:23]2[CH2:24][CH2:25][CH:20]([C:15]3[CH:16]=[CH:17][CH:18]=[CH:19][C:14]=3[F:13])[CH2:21][CH2:22]2)(=[O:10])=[O:9])[N:7]=1.